Predict the reactants needed to synthesize the given product. From a dataset of Full USPTO retrosynthesis dataset with 1.9M reactions from patents (1976-2016). (1) Given the product [Cl:41][C:13]1[CH:14]=[C:15]([CH:39]=[CH:40][C:12]=1[NH:11][C:2]([O:4][C:5]1[CH:10]=[CH:9][CH:8]=[CH:7][CH:6]=1)=[O:3])[O:16][C:17]1[CH:22]=[CH:21][N:20]=[C:19]([NH:23][C:24]([CH:26]2[CH2:31][CH2:30][N:29]([C:32]([O:34][C:35]([CH3:38])([CH3:36])[CH3:37])=[O:33])[CH2:28][CH2:27]2)=[O:25])[CH:18]=1, predict the reactants needed to synthesize it. The reactants are: Cl[C:2]([O:4][C:5]1[CH:10]=[CH:9][CH:8]=[CH:7][CH:6]=1)=[O:3].[NH2:11][C:12]1[CH:40]=[CH:39][C:15]([O:16][C:17]2[CH:22]=[CH:21][N:20]=[C:19]([NH:23][C:24]([CH:26]3[CH2:31][CH2:30][N:29]([C:32]([O:34][C:35]([CH3:38])([CH3:37])[CH3:36])=[O:33])[CH2:28][CH2:27]3)=[O:25])[CH:18]=2)=[CH:14][C:13]=1[Cl:41].N1C=CC=CC=1.O1CCCC1. (2) Given the product [CH3:1][C:2]1[CH2:11][C:10]([CH3:12])([CH3:13])[C:9]2[C:4](=[CH:5][CH:6]=[C:7]([C:14]#[C:15][Si:16]([CH3:19])([CH3:18])[CH3:17])[CH:8]=2)[C:3]=1[O:20][S:38]([C:37]([F:50])([F:49])[F:36])(=[O:40])=[O:39], predict the reactants needed to synthesize it. The reactants are: [CH3:1][CH:2]1[CH2:11][C:10]([CH3:13])([CH3:12])[C:9]2[C:4](=[CH:5][CH:6]=[C:7]([C:14]#[C:15][Si:16]([CH3:19])([CH3:18])[CH3:17])[CH:8]=2)[C:3]1=[O:20].C(C1C=C(C)C=C(C(C)(C)C)N=1)(C)(C)C.[F:36][C:37]([F:50])([F:49])[S:38](O[S:38]([C:37]([F:50])([F:49])[F:36])(=[O:40])=[O:39])(=[O:40])=[O:39].C(OCC)(=O)C. (3) Given the product [F:1][C:2]([F:19])([F:18])[C:3]1[CH:8]=[C:7]([C:9]([OH:20])=[O:10])[CH:6]=[CH:5][C:4]=1[C:12]1[CH:17]=[CH:16][CH:15]=[CH:14][CH:13]=1, predict the reactants needed to synthesize it. The reactants are: [F:1][C:2]([F:19])([F:18])[C:3]1[CH:8]=[C:7]([C:9](N)=[O:10])[CH:6]=[CH:5][C:4]=1[C:12]1[CH:17]=[CH:16][CH:15]=[CH:14][CH:13]=1.[OH-:20].[K+].O. (4) Given the product [C:1]([O:5][C:6]([N:8]1[CH2:14][CH2:13][C@@H:12]([N:15]=[N+:16]=[N-:17])[C@H:10]([OH:11])[CH2:9]1)=[O:7])([CH3:4])([CH3:3])[CH3:2], predict the reactants needed to synthesize it. The reactants are: [C:1]([O:5][C:6]([N:8]1[CH2:14][CH2:13][C@H:12]2[C@@H:10]([O:11]2)[CH2:9]1)=[O:7])([CH3:4])([CH3:3])[CH3:2].[N-:15]=[N+:16]=[N-:17].[Na+].[Cl-].[NH4+].CO.O. (5) Given the product [F:39][C:19]1[CH:18]=[C:17]([NH:16][C:13]([NH:14][C:9](=[O:10])[CH2:8][C:5]2[CH:6]=[CH:7][C:2]([F:1])=[CH:3][CH:4]=2)=[S:12])[CH:38]=[CH:37][C:20]=1[O:21][C:22]1[N:23]=[CH:24][N:25]=[C:26]([NH:28][C:29]([N:31]2[CH2:32][CH2:33][O:34][CH2:35][CH2:36]2)=[O:30])[CH:27]=1, predict the reactants needed to synthesize it. The reactants are: [F:1][C:2]1[CH:7]=[CH:6][C:5]([CH2:8][C:9](Cl)=[O:10])=[CH:4][CH:3]=1.[S-:12][C:13]#[N:14].[K+].[NH2:16][C:17]1[CH:38]=[CH:37][C:20]([O:21][C:22]2[CH:27]=[C:26]([NH:28][C:29]([N:31]3[CH2:36][CH2:35][O:34][CH2:33][CH2:32]3)=[O:30])[N:25]=[CH:24][N:23]=2)=[C:19]([F:39])[CH:18]=1.CCCCCC. (6) Given the product [Br:28][C:2]1[C:11]2[N:10]=[C:9]([C:12]([F:15])([F:14])[F:13])[C:8](=[O:16])[NH:7][C:6]=2[N:5]=[C:4]([S:17][CH2:18][C:19]2[CH:24]=[CH:23][CH:22]=[C:21]([F:25])[C:20]=2[F:26])[N:3]=1, predict the reactants needed to synthesize it. The reactants are: N[C:2]1[C:11]2[N:10]=[C:9]([C:12]([F:15])([F:14])[F:13])[C:8](=[O:16])[NH:7][C:6]=2[N:5]=[C:4]([S:17][CH2:18][C:19]2[CH:24]=[CH:23][CH:22]=[C:21]([F:25])[C:20]=2[F:26])[N:3]=1.C(Br)(Br)[Br:28]. (7) Given the product [F:24][C:18]1[CH:19]=[C:20]([F:23])[CH:21]=[CH:22][C:17]=1[O:16][C:5]1[CH:4]=[CH:3][C:2]([NH:1][S:27]([CH2:25][CH3:26])(=[O:29])=[O:28])=[CH:7][C:6]=1[C:8]1[CH:9]=[CH:10][C:11](=[O:15])[N:12]([CH3:14])[CH:13]=1, predict the reactants needed to synthesize it. The reactants are: [NH2:1][C:2]1[CH:3]=[CH:4][C:5]([O:16][C:17]2[CH:22]=[CH:21][C:20]([F:23])=[CH:19][C:18]=2[F:24])=[C:6]([C:8]2[CH:9]=[CH:10][C:11](=[O:15])[N:12]([CH3:14])[CH:13]=2)[CH:7]=1.[CH2:25]([S:27](Cl)(=[O:29])=[O:28])[CH3:26].O.